This data is from Full USPTO retrosynthesis dataset with 1.9M reactions from patents (1976-2016). The task is: Predict the reactants needed to synthesize the given product. (1) Given the product [Cl:1][C:2]1[CH:27]=[C:26]([Cl:28])[CH:25]=[CH:24][C:3]=1[C:4]1[CH:5]=[CH:6][C:7]([CH2:22][CH3:23])=[C:8]([C:10]2([N+:29]([O-:31])=[O:30])[C:15](=[O:16])[C:14]([CH3:17])([CH3:18])[O:13][C:12]([CH3:19])([CH3:20])[C:11]2=[O:21])[CH:9]=1, predict the reactants needed to synthesize it. The reactants are: [Cl:1][C:2]1[CH:27]=[C:26]([Cl:28])[CH:25]=[CH:24][C:3]=1[C:4]1[CH:5]=[CH:6][C:7]([CH2:22][CH3:23])=[C:8]([CH:10]2[C:15](=[O:16])[C:14]([CH3:18])([CH3:17])[O:13][C:12]([CH3:20])([CH3:19])[C:11]2=[O:21])[CH:9]=1.[N:29]([O-:31])=[O:30].[Na+].[N+]([O-])(O)=O. (2) Given the product [C:73]([O:72][C:71]([NH:70][CH:67]1[CH2:66][CH2:65][N:64]([CH2:29][C:27]2[CH:26]=[N:25][N:24]([CH2:23][C@@H:19]3[C@H:18]([NH:17][C:15](=[O:16])/[C:14](=[N:35]\[O:36][C:37]4([C:40]([O:42][CH:43]([C:50]5[CH:51]=[CH:52][CH:53]=[CH:54][CH:55]=5)[C:44]5[CH:49]=[CH:48][CH:47]=[CH:46][CH:45]=5)=[O:41])[CH2:38][CH2:39]4)/[C:12]4[N:13]=[C:9]([NH:8][C:6]([O:5][C:1]([CH3:4])([CH3:2])[CH3:3])=[O:7])[S:10][CH:11]=4)[C:21](=[O:22])[NH:20]3)[N:28]=2)[CH2:69][CH2:68]1)=[O:77])([CH3:74])([CH3:76])[CH3:75], predict the reactants needed to synthesize it. The reactants are: [C:1]([O:5][C:6]([NH:8][C:9]1[S:10][CH:11]=[C:12](/[C:14](=[N:35]/[O:36][C:37]2([C:40]([O:42][CH:43]([C:50]3[CH:55]=[CH:54][CH:53]=[CH:52][CH:51]=3)[C:44]3[CH:49]=[CH:48][CH:47]=[CH:46][CH:45]=3)=[O:41])[CH2:39][CH2:38]2)/[C:15]([NH:17][C@@H:18]2[C:21](=[O:22])[NH:20][C@@H:19]2[CH2:23][N:24]2[N:28]=[C:27]([CH2:29]OS(C)(=O)=O)[CH:26]=[N:25]2)=[O:16])[N:13]=1)=[O:7])([CH3:4])([CH3:3])[CH3:2].[I-].[Na+].C(=O)([O-])[O-].[Cs+].[Cs+].[NH:64]1[CH2:69][CH2:68][CH:67]([NH:70][C:71](=[O:77])[O:72][C:73]([CH3:76])([CH3:75])[CH3:74])[CH2:66][CH2:65]1. (3) Given the product [Cl:26][C:23]1[CH:22]=[CH:21][C:20]([N:13]2[C:12](=[O:27])[C:11]3[C:16](=[C:7]4[C:6]([CH3:28])=[CH:5][NH:4][C:8]4=[CH:9][CH:10]=3)[N:15]=[C:14]2[CH:17]([CH3:19])[CH3:18])=[CH:25][CH:24]=1, predict the reactants needed to synthesize it. The reactants are: C([N:4]1[C:8]2=[CH:9][CH:10]=[C:11]3[C:16]([N:15]=[C:14]([CH:17]([CH3:19])[CH3:18])[N:13]([C:20]4[CH:25]=[CH:24][C:23]([Cl:26])=[CH:22][CH:21]=4)[C:12]3=[O:27])=[C:7]2[C:6](=[CH2:28])[CH2:5]1)(=O)C.C(=O)([O-])[O-].[K+].[K+].